From a dataset of Reaction yield outcomes from USPTO patents with 853,638 reactions. Predict the reaction yield, written as a fraction of the theoretical maximum amount of product (1.0 means a 100% yield; for example, 0.34 means a 34% yield). (1) The reactants are [C:1]1([S:7]([C:10]2[CH:11]=[C:12]3[C:17](=[CH:18][CH:19]=2)[CH:16]([CH2:20][CH2:21]OS(C)(=O)=O)[CH2:15][CH2:14][CH2:13]3)(=[O:9])=[O:8])[CH:6]=[CH:5][CH:4]=[CH:3][CH:2]=1.[I-].[K+].[N-:29]=[N+]=[N-].[Na+].[H-].[Al+3].[Li+].[H-].[H-].[H-].C1COCC1.[ClH:44]. The catalyst is CN(C=O)C.CO.CCOCC.O. The product is [ClH:44].[C:1]1([S:7]([C:10]2[CH:11]=[C:12]3[C:17](=[CH:18][CH:19]=2)[CH:16]([CH2:20][CH2:21][NH2:29])[CH2:15][CH2:14][CH2:13]3)(=[O:9])=[O:8])[CH:6]=[CH:5][CH:4]=[CH:3][CH:2]=1. The yield is 0.170. (2) The reactants are Cl[C:2]1[N:11]=[C:10]([OH:12])[C:9]2[C:4](=[CH:5][CH:6]=[C:7]([I:13])[CH:8]=2)[N:3]=1.[CH3:14][CH2:15][O-:16].[Na+]. The catalyst is CCO. The product is [CH2:15]([O:16][C:2]1[N:11]=[C:10]([OH:12])[C:9]2[C:4](=[CH:5][CH:6]=[C:7]([I:13])[CH:8]=2)[N:3]=1)[CH3:14]. The yield is 0.840. (3) The reactants are Cl[C:2]1[N:7]=[C:6]([S:8][CH2:9][C:10]2[C:11]([C:21]3[CH:26]=[CH:25][CH:24]=[CH:23][CH:22]=3)=[N:12][C:13]3[C:18]([CH:19]=2)=[CH:17][CH:16]=[CH:15][C:14]=3[CH3:20])[CH:5]=[C:4]([CH3:27])[N:3]=1.[NH3:28]. The catalyst is C1COCC1.CO. The product is [CH3:27][C:4]1[CH:5]=[C:6]([S:8][CH2:9][C:10]2[C:11]([C:21]3[CH:26]=[CH:25][CH:24]=[CH:23][CH:22]=3)=[N:12][C:13]3[C:18]([CH:19]=2)=[CH:17][CH:16]=[CH:15][C:14]=3[CH3:20])[N:7]=[C:2]([NH2:28])[N:3]=1. The yield is 0.200.